From a dataset of Forward reaction prediction with 1.9M reactions from USPTO patents (1976-2016). Predict the product of the given reaction. (1) Given the reactants C([N:8]1[CH2:13][CH2:12][CH:11]([CH2:14][CH2:15][C:16]2[CH:21]=[CH:20][CH:19]=[C:18]3[O:22][CH2:23][O:24][C:17]=23)[CH2:10][CH2:9]1)C1C=CC=CC=1.ClC(OC(Cl)=O)C, predict the reaction product. The product is: [CH2:23]1[O:22][C:18]2[C:17](=[C:16]([CH:21]=[CH:20][CH:19]=2)[CH2:15][CH2:14][CH:11]2[CH2:10][CH2:9][NH:8][CH2:13][CH2:12]2)[O:24]1. (2) Given the reactants C(OC(=O)[NH:7][C:8]1[CH:13]=[CH:12][C:11]([Cl:14])=[CH:10][C:9]=1[NH:15][C:16](=[O:32])[CH2:17][C:18](=O)[C:19]1[CH:24]=[CH:23][CH:22]=[C:21]([C:25]2[CH:26]=[N:27][CH:28]=[N:29][CH:30]=2)[CH:20]=1)(C)(C)C.C(O)(C(F)(F)F)=O, predict the reaction product. The product is: [Cl:14][C:11]1[CH:12]=[CH:13][C:8]2[N:7]=[C:18]([C:19]3[CH:24]=[CH:23][CH:22]=[C:21]([C:25]4[CH:26]=[N:27][CH:28]=[N:29][CH:30]=4)[CH:20]=3)[CH2:17][C:16](=[O:32])[NH:15][C:9]=2[CH:10]=1. (3) Given the reactants Cl.O1CCOCC1.[CH3:8][C:9]1([N:21]2[CH2:26][CH2:25][CH:24]([N:27]3[C:31]4[CH:32]=[C:33]([CH3:36])[CH:34]=[CH:35][C:30]=4[NH:29][C:28]3=[O:37])[CH2:23][CH2:22]2)[CH2:13][CH2:12][N:11](C(OC(C)(C)C)=O)[CH2:10]1, predict the reaction product. The product is: [CH3:36][C:33]1[CH:34]=[CH:35][C:30]2[NH:29][C:28](=[O:37])[N:27]([CH:24]3[CH2:23][CH2:22][N:21]([C:9]4([CH3:8])[CH2:13][CH2:12][NH:11][CH2:10]4)[CH2:26][CH2:25]3)[C:31]=2[CH:32]=1. (4) The product is: [F:1][C:2]1[CH:3]=[CH:4][C:5]([C:6]([CH:8]2[CH2:13][CH2:12][N:11]([CH2:16][CH:17]([O:24][C:25](=[O:26])[NH2:32])[C:18]3[CH:23]=[CH:22][CH:21]=[CH:20][CH:19]=3)[CH2:10][CH2:9]2)=[O:7])=[CH:14][CH:15]=1. Given the reactants [F:1][C:2]1[CH:15]=[CH:14][C:5]([C:6]([CH:8]2[CH2:13][CH2:12][NH:11][CH2:10][CH2:9]2)=[O:7])=[CH:4][CH:3]=1.[CH2:16]1[O:24][CH:17]1[C:18]1[CH:23]=[CH:22][CH:21]=[CH:20][CH:19]=1.[C:25]([N:32]1C=CN=C1)(N1C=CN=C1)=[O:26].[OH-].[NH4+], predict the reaction product. (5) Given the reactants [Cl:1][C:2]1[CH:3]=[C:4]([N:11]2[C:20]3[C:15](=[CH:16][C:17]([S:21](OC4C(F)=C(F)C(F)=C(F)C=4F)(=[O:23])=[O:22])=[CH:18][CH:19]=3)[CH:14]=[CH:13][C:12]2=[O:36])[C:5]([O:9][CH3:10])=[N:6][C:7]=1[Cl:8].[O:37]1[CH:41]=[CH:40][C:39]([NH2:42])=[N:38]1.C1COCC1.C[Si]([N-][Si](C)(C)C)(C)C.[Li+], predict the reaction product. The product is: [Cl:1][C:2]1[CH:3]=[C:4]([N:11]2[C:20]3[C:15](=[CH:16][C:17]([S:21]([NH:42][C:39]4[CH:40]=[CH:41][O:37][N:38]=4)(=[O:22])=[O:23])=[CH:18][CH:19]=3)[CH:14]=[CH:13][C:12]2=[O:36])[C:5]([O:9][CH3:10])=[N:6][C:7]=1[Cl:8]. (6) Given the reactants [Br:1][C:2]1[N:15]=[C:5]2[C:6]([O:13][CH3:14])=[CH:7][C:8]([C:10]([OH:12])=O)=[CH:9][N:4]2[N:3]=1.[CH3:16][CH:17]1[CH2:22][NH:21][CH:20]([CH2:23][CH2:24][OH:25])[CH2:19][O:18]1.C(N(CC)C(C)C)(C)C.CN(C(ON1N=NC2C=CC=NC1=2)=[N+](C)C)C.F[P-](F)(F)(F)(F)F, predict the reaction product. The product is: [Br:1][C:2]1[N:15]=[C:5]2[C:6]([O:13][CH3:14])=[CH:7][C:8]([C:10]([N:21]3[CH:20]([CH2:23][CH2:24][OH:25])[CH2:19][O:18][CH:17]([CH3:16])[CH2:22]3)=[O:12])=[CH:9][N:4]2[N:3]=1. (7) The product is: [F:23][C:24]1[CH:31]=[CH:30][CH:29]=[CH:28][C:25]=1/[CH:26]=[CH:14]/[C:13]1[CH:21]=[CH:22][C:10]([S:7]([C:1]2[CH:6]=[CH:5][CH:4]=[CH:3][CH:2]=2)(=[O:9])=[O:8])=[CH:11][CH:12]=1. Given the reactants [C:1]1([S:7]([C:10]2[CH:22]=[CH:21][C:13]([CH2:14]P(=O)(OC)OC)=[CH:12][CH:11]=2)(=[O:9])=[O:8])[CH:6]=[CH:5][CH:4]=[CH:3][CH:2]=1.[F:23][C:24]1[CH:31]=[CH:30][CH:29]=[CH:28][C:25]=1[CH:26]=O, predict the reaction product.